This data is from CYP2D6 inhibition data for predicting drug metabolism from PubChem BioAssay. The task is: Regression/Classification. Given a drug SMILES string, predict its absorption, distribution, metabolism, or excretion properties. Task type varies by dataset: regression for continuous measurements (e.g., permeability, clearance, half-life) or binary classification for categorical outcomes (e.g., BBB penetration, CYP inhibition). Dataset: cyp2d6_veith. (1) The drug is COc1ccc(O[C@H]2C=C[C@@H](c3ccccc3)O[C@@H]2CO/N=C(\C)CCN2CCCc3nc(C)c(C)cc32)cc1. The result is 1 (inhibitor). (2) The molecule is O=C(Oc1ccccc1)N1CCC2(CC1)CCN(c1ccccn1)CC2. The result is 0 (non-inhibitor). (3) The molecule is COCCNC(=O)Cn1cnc2ccc(S(=O)(=O)N3CCC(C)CC3)cc2c1=O. The result is 0 (non-inhibitor). (4) The result is 0 (non-inhibitor). The drug is CC(=O)Nc1ccnc(-c2cccnc2)n1. (5) The drug is C=CC[C@@H]1C=C[C@H](O/N=C(\C)CCN2CCCCc3nc(C)c(C)cc32)[C@H](CO)O1. The result is 1 (inhibitor). (6) The compound is CN(C)Cc1cc(C(C)(C)C)cc(CNC2CCCCC2)c1O. The result is 1 (inhibitor).